Dataset: NCI-60 drug combinations with 297,098 pairs across 59 cell lines. Task: Regression. Given two drug SMILES strings and cell line genomic features, predict the synergy score measuring deviation from expected non-interaction effect. Drug 1: C1=CC(=C2C(=C1NCCNCCO)C(=O)C3=C(C=CC(=C3C2=O)O)O)NCCNCCO. Drug 2: C1CN1P(=S)(N2CC2)N3CC3. Cell line: ACHN. Synergy scores: CSS=49.2, Synergy_ZIP=-4.75, Synergy_Bliss=-4.53, Synergy_Loewe=-10.8, Synergy_HSA=-0.383.